Dataset: CYP2C9 inhibition data for predicting drug metabolism from PubChem BioAssay. Task: Regression/Classification. Given a drug SMILES string, predict its absorption, distribution, metabolism, or excretion properties. Task type varies by dataset: regression for continuous measurements (e.g., permeability, clearance, half-life) or binary classification for categorical outcomes (e.g., BBB penetration, CYP inhibition). Dataset: cyp2c9_veith. (1) The molecule is COc1ccc(N2C(=O)CCC(C(=O)N3CCC(C(N)=O)CC3)C2c2ccc(F)cc2)cc1. The result is 0 (non-inhibitor). (2) The compound is CN(C)S(=O)(=O)c1cccc(NC(=O)COC(=O)c2ccc(Br)o2)c1. The result is 1 (inhibitor).